Predict the reactants needed to synthesize the given product. From a dataset of Full USPTO retrosynthesis dataset with 1.9M reactions from patents (1976-2016). Given the product [CH2:1]([O:3][C:4]([N:6]1[CH:15]=[CH:14][C:13]2[C:8](=[CH:9][C:10]([O:21][CH3:22])=[C:11]([O:16][CH2:17][CH2:18][CH2:19][O:20][C:33](=[O:35])[CH3:34])[CH:12]=2)[CH:7]1[CH2:23][C:24]1[CH:29]=[CH:28][CH:27]=[C:26]([O:30][CH2:31][CH3:32])[CH:25]=1)=[O:5])[CH3:2], predict the reactants needed to synthesize it. The reactants are: [CH2:1]([O:3][C:4]([N:6]1[CH:15]=[CH:14][C:13]2[C:8](=[CH:9][C:10]([O:21][CH3:22])=[C:11]([O:16][CH2:17][CH2:18][CH2:19][OH:20])[CH:12]=2)[CH:7]1[CH2:23][C:24]1[CH:29]=[CH:28][CH:27]=[C:26]([O:30][CH2:31][CH3:32])[CH:25]=1)=[O:5])[CH3:2].[C:33](OC(=O)C)(=[O:35])[CH3:34].